Dataset: Reaction yield outcomes from USPTO patents with 853,638 reactions. Task: Predict the reaction yield, written as a fraction of the theoretical maximum amount of product (1.0 means a 100% yield; for example, 0.34 means a 34% yield). (1) The reactants are [CH3:1][N:2]1[CH2:6][CH2:5][CH2:4][CH:3]1[C:7]1[CH:14]=[CH:13][C:10]([CH:11]=O)=[CH:9][CH:8]=1.[NH2:15][C:16]1[CH:24]=[CH:23][CH:22]=[C:21]2[C:17]=1[CH2:18][O:19][C:20]2=[O:25].[O-]S([O-])(=O)=O.[Mg+2]. The catalyst is CC#N. The product is [CH3:1][N:2]1[CH2:6][CH2:5][CH2:4][CH:3]1[C:7]1[CH:14]=[CH:13][C:10](/[CH:11]=[N:15]/[C:16]2[CH:24]=[CH:23][CH:22]=[C:21]3[C:17]=2[CH2:18][O:19][C:20]3=[O:25])=[CH:9][CH:8]=1. The yield is 0.410. (2) The reactants are Cl[C:2]1[CH:7]=[CH:6][N:5]2[N:8]=[CH:9][C:10]([C:11]3[CH:16]=[CH:15][CH:14]=[C:13]([C:17]([F:20])([F:19])[F:18])[CH:12]=3)=[C:4]2[N:3]=1.[CH3:21][N:22]1[CH2:27][CH2:26][CH:25]([NH2:28])[CH2:24][CH2:23]1. No catalyst specified. The product is [CH3:21][N:22]1[CH2:27][CH2:26][CH:25]([NH:28][C:2]2[CH:7]=[CH:6][N:5]3[N:8]=[CH:9][C:10]([C:11]4[CH:16]=[CH:15][CH:14]=[C:13]([C:17]([F:20])([F:19])[F:18])[CH:12]=4)=[C:4]3[N:3]=2)[CH2:24][CH2:23]1. The yield is 0.0900.